Predict the product of the given reaction. From a dataset of Forward reaction prediction with 1.9M reactions from USPTO patents (1976-2016). Given the reactants [C-:1]#[N:2].[Na+].Br[CH2:5][C:6]1[CH:15]=[CH:14][C:13]2[C:8](=[CH:9][CH:10]=[CH:11][CH:12]=2)[CH:7]=1, predict the reaction product. The product is: [CH:7]1[C:8]2[C:13](=[CH:12][CH:11]=[CH:10][CH:9]=2)[CH:14]=[CH:15][C:6]=1[CH2:5][C:1]#[N:2].